Dataset: Peptide-MHC class II binding affinity with 134,281 pairs from IEDB. Task: Regression. Given a peptide amino acid sequence and an MHC pseudo amino acid sequence, predict their binding affinity value. This is MHC class II binding data. (1) The binding affinity (normalized) is 0.147. The MHC is HLA-DQA10501-DQB10301 with pseudo-sequence HLA-DQA10501-DQB10301. The peptide sequence is IVQINGRHFDLRAQG. (2) The peptide sequence is NLYKLHGGHVSCRVK. The MHC is HLA-DQA10201-DQB10303 with pseudo-sequence HLA-DQA10201-DQB10303. The binding affinity (normalized) is 0.381. (3) The peptide sequence is VKIEYSGTNNKTMAV. The MHC is DRB1_1302 with pseudo-sequence DRB1_1302. The binding affinity (normalized) is 0.554. (4) The peptide sequence is PWNVVRIKIVQMLSD. The MHC is DRB1_1101 with pseudo-sequence DRB1_1101. The binding affinity (normalized) is 0.519. (5) The peptide sequence is KIYHKCDNACIGSIR. The MHC is DRB5_0101 with pseudo-sequence DRB5_0101. The binding affinity (normalized) is 0.366.